This data is from Reaction yield outcomes from USPTO patents with 853,638 reactions. The task is: Predict the reaction yield, written as a fraction of the theoretical maximum amount of product (1.0 means a 100% yield; for example, 0.34 means a 34% yield). (1) The reactants are [C:1]([NH:3][C:4]([NH:6][C@@H:7]([CH2:20][CH:21]1[CH2:26][CH2:25][CH2:24][CH2:23][CH2:22]1)[CH2:8][N:9]([CH3:19])[C:10]([O:12][CH2:13][CH2:14][Si:15]([CH3:18])([CH3:17])[CH3:16])=[O:11])=S)#[N:2].Cl[C:28]1[CH:29]=[C:30]([C@:34]([C@@H:42]2[CH2:47][CH2:46][CH2:45][NH:44][CH2:43]2)([OH:41])[CH2:35][CH2:36][CH2:37][CH2:38][O:39][CH3:40])[CH:31]=[CH:32][CH:33]=1.C(Cl)CCl. The catalyst is CN(C=O)C.CCOCC. The product is [C:1]([N:3]=[C:4]([N:44]1[CH2:45][CH2:46][CH2:47][C@@H:42]([C@:34]([OH:41])([C:30]2[CH:29]=[CH:28][CH:33]=[CH:32][CH:31]=2)[CH2:35][CH2:36][CH2:37][CH2:38][O:39][CH3:40])[CH2:43]1)[NH:6][C@@H:7]([CH2:20][CH:21]1[CH2:26][CH2:25][CH2:24][CH2:23][CH2:22]1)[CH2:8][N:9]([CH3:19])[C:10]([O:12][CH2:13][CH2:14][Si:15]([CH3:18])([CH3:17])[CH3:16])=[O:11])#[N:2]. The yield is 0.370. (2) The reactants are [H-].[Na+].[Cl:3][C:4]1[CH:11]=[CH:10][C:7]([CH:8]=O)=[CH:6][CH:5]=1.C[O:13][C:14](=[O:22])[CH:15]([CH3:21])[CH2:16][C:17]([O:19]C)=[O:18].[OH-].[Na+]. The catalyst is C1(C)C=CC=CC=1.CO. The product is [Cl:3][C:4]1[CH:11]=[CH:10][C:7]([CH:8]=[C:16]([CH:15]([CH3:21])[C:14]([OH:22])=[O:13])[C:17]([OH:19])=[O:18])=[CH:6][CH:5]=1. The yield is 0.260.